From a dataset of Forward reaction prediction with 1.9M reactions from USPTO patents (1976-2016). Predict the product of the given reaction. Given the reactants [CH:1]1[C:14]2[NH:13][C:12]3[C:7](=[CH:8][CH:9]=[CH:10][CH:11]=3)[S:6][C:5]=2[CH:4]=[CH:3][CH:2]=1.[H-].[Na+].[CH2:17](Br)[CH2:18][CH2:19][CH2:20][CH2:21][CH2:22][CH2:23][CH3:24], predict the reaction product. The product is: [CH2:17]([N:13]1[C:14]2[CH:1]=[CH:2][CH:3]=[CH:4][C:5]=2[S:6][C:7]2[C:12]1=[CH:11][CH:10]=[CH:9][CH:8]=2)[CH2:18][CH2:19][CH2:20][CH2:21][CH2:22][CH2:23][CH3:24].